Dataset: Peptide-MHC class I binding affinity with 185,985 pairs from IEDB/IMGT. Task: Regression. Given a peptide amino acid sequence and an MHC pseudo amino acid sequence, predict their binding affinity value. This is MHC class I binding data. (1) The peptide sequence is SDHLISEML. The MHC is HLA-B44:03 with pseudo-sequence HLA-B44:03. The binding affinity (normalized) is 0.0420. (2) The peptide sequence is FLDDASNSA. The MHC is HLA-A02:16 with pseudo-sequence HLA-A02:16. The binding affinity (normalized) is 0.936. (3) The peptide sequence is FLGFLATAG. The MHC is HLA-A02:02 with pseudo-sequence HLA-A02:02. The binding affinity (normalized) is 0.510.